The task is: Predict the reactants needed to synthesize the given product.. This data is from Full USPTO retrosynthesis dataset with 1.9M reactions from patents (1976-2016). The reactants are: [CH3:1][C:2]1[CH:3]=[CH:4][C:5](C2C=NN(C)C=2)=[C:6]([CH:10]=1)[C:7]([OH:9])=[O:8].[CH3:17][C:18]1[C:22](B2OC(C)(C)C(C)(C)O2)=[C:21]([CH3:32])[O:20][N:19]=1. Given the product [CH3:17][C:18]1[C:22]([C:5]2[CH:4]=[CH:3][C:2]([CH3:1])=[CH:10][C:6]=2[C:7]([OH:9])=[O:8])=[C:21]([CH3:32])[O:20][N:19]=1, predict the reactants needed to synthesize it.